This data is from Full USPTO retrosynthesis dataset with 1.9M reactions from patents (1976-2016). The task is: Predict the reactants needed to synthesize the given product. (1) Given the product [CH2:1]([O:3][C:4](=[O:24])[CH2:5][C:6]1[CH:7]=[CH:8][C:9]([S:12][C:13]2[C:21]3[C:16](=[CH:17][C:18]([Cl:22])=[CH:19][CH:20]=3)[N:15]([C:26]3[CH:27]=[N:28][N:29]([CH2:31][CH3:32])[CH:30]=3)[C:14]=2[CH3:23])=[CH:10][CH:11]=1)[CH3:2], predict the reactants needed to synthesize it. The reactants are: [CH2:1]([O:3][C:4](=[O:24])[CH2:5][C:6]1[CH:11]=[CH:10][C:9]([S:12][C:13]2[C:21]3[C:16](=[CH:17][C:18]([Cl:22])=[CH:19][CH:20]=3)[NH:15][C:14]=2[CH3:23])=[CH:8][CH:7]=1)[CH3:2].Br[C:26]1[CH:27]=[N:28][N:29]([CH2:31][CH3:32])[CH:30]=1. (2) Given the product [F:36][CH:37]([F:52])[N:38]1[CH:42]=[C:41]([C:7]2[CH:12]=[CH:11][C:10]([N:13]3[CH:18]=[C:17]([O:19][CH3:20])[C:16](=[O:21])[C:15]([C:22]4[N:26]([C:27]5[CH:28]=[CH:29][CH:30]=[CH:31][CH:32]=5)[N:25]=[CH:24][CH:23]=4)=[N:14]3)=[C:9]([F:33])[CH:8]=2)[CH:40]=[N:39]1, predict the reactants needed to synthesize it. The reactants are: FC(F)(F)S(O[C:7]1[CH:12]=[CH:11][C:10]([N:13]2[CH:18]=[C:17]([O:19][CH3:20])[C:16](=[O:21])[C:15]([C:22]3[N:26]([C:27]4[CH:32]=[CH:31][CH:30]=[CH:29][CH:28]=4)[N:25]=[CH:24][CH:23]=3)=[N:14]2)=[C:9]([F:33])[CH:8]=1)(=O)=O.[F:36][CH:37]([F:52])[N:38]1[CH:42]=[C:41](B2OC(C)(C)C(C)(C)O2)[CH:40]=[N:39]1.C([O-])([O-])=O.[Na+].[Na+].COCCOC.